This data is from Forward reaction prediction with 1.9M reactions from USPTO patents (1976-2016). The task is: Predict the product of the given reaction. (1) Given the reactants [F:1][C:2]1[CH:7]=[CH:6][C:5]([CH2:8][CH:9]([OH:18])[CH2:10][CH2:11][CH:12]2[NH:16][C:15](=[O:17])[CH2:14][CH2:13]2)=[CH:4][CH:3]=1.[Si:19](Cl)([C:22]([CH3:25])([CH3:24])[CH3:23])([CH3:21])[CH3:20], predict the reaction product. The product is: [C:22]([Si:19]([CH3:21])([CH3:20])[O:18][CH:9]([CH2:8][C:5]1[CH:4]=[CH:3][C:2]([F:1])=[CH:7][CH:6]=1)[CH2:10][CH2:11][CH:12]1[NH:16][C:15](=[O:17])[CH2:14][CH2:13]1)([CH3:25])([CH3:24])[CH3:23]. (2) Given the reactants [CH3:1][O:2][C:3]([CH:5]1[CH2:9][CH2:8][S:7](=[O:11])(=[O:10])[NH:6]1)=[O:4].C(=O)([O-])[O-].[K+].[K+].[C:18]([C:20]1[CH:21]=[C:22]([CH:25]=[CH:26][CH:27]=1)[CH2:23]Br)#[N:19].C([N+](CCCC)(CCCC)CCCC)CCC, predict the reaction product. The product is: [CH3:1][O:2][C:3]([CH:5]1[CH2:9][CH2:8][S:7](=[O:11])(=[O:10])[N:6]1[CH2:23][C:22]1[CH:25]=[CH:26][CH:27]=[C:20]([C:18]#[N:19])[CH:21]=1)=[O:4]. (3) Given the reactants [CH:1]1[CH:6]=[CH:5][C:4]([CH2:7][O:8][C:9]([C@@H:11]([NH:17][C:18]([O:20][CH2:21][C:22]2[CH:27]=[CH:26][CH:25]=[CH:24][CH:23]=2)=[O:19])[CH2:12][CH2:13][C:14]([OH:16])=O)=[O:10])=[CH:3][CH:2]=1.C([O-])(=O)[CH2:29][C:30]([O-:32])=[O:31].[CH2:35]([Mg+2])[CH3:36], predict the reaction product. The product is: [CH2:35]([O:32][C:30](=[O:31])[CH2:29][C:14](=[O:16])[CH2:13][CH2:12][C@H:11]([NH:17][C:18]([O:20][CH2:21][C:22]1[CH:27]=[CH:26][CH:25]=[CH:24][CH:23]=1)=[O:19])[C:9]([O:8][CH2:7][C:4]1[CH:3]=[CH:2][CH:1]=[CH:6][CH:5]=1)=[O:10])[CH3:36].